Dataset: Reaction yield outcomes from USPTO patents with 853,638 reactions. Task: Predict the reaction yield, written as a fraction of the theoretical maximum amount of product (1.0 means a 100% yield; for example, 0.34 means a 34% yield). (1) The reactants are [F:1][C:2]1[CH:10]=[C:9]2[C:5]([C:6]([C:20]3[CH:29]=[CH:28][C:23]4[NH:24][C:25](=[O:27])[O:26][C:22]=4[CH:21]=3)=[CH:7][N:8]2[S:11]([C:14]2[CH:19]=[CH:18][CH:17]=[CH:16][CH:15]=2)(=[O:13])=[O:12])=[CH:4][CH:3]=1.C([O-])([O-])=O.[K+].[K+].Br[CH2:37][CH2:38][C:39]([NH2:41])=[O:40]. The catalyst is CN1C(=O)CCC1. The product is [F:1][C:2]1[CH:10]=[C:9]2[C:5]([C:6]([C:20]3[CH:29]=[CH:28][C:23]4[N:24]([CH2:37][CH2:38][C:39]([NH2:41])=[O:40])[C:25](=[O:27])[O:26][C:22]=4[CH:21]=3)=[CH:7][N:8]2[S:11]([C:14]2[CH:15]=[CH:16][CH:17]=[CH:18][CH:19]=2)(=[O:13])=[O:12])=[CH:4][CH:3]=1. The yield is 0.800. (2) The reactants are COC1C=CC(C[NH:8][C:9]2[C:14]([C:15]([NH:17][C:18]3[CH:23]=[CH:22][CH:21]=[C:20]([O:24][CH3:25])[CH:19]=3)=[O:16])=[C:13]([NH:26][C@H:27]([C:29]3[N:34]([C:35]4[CH:40]=[CH:39][CH:38]=[CH:37][CH:36]=4)[C:33](=[O:41])[C:32]4=[C:42]([CH3:45])[CH:43]=[CH:44][N:31]4[N:30]=3)[CH3:28])[N:12]=[CH:11][N:10]=2)=CC=1. The catalyst is FC(F)(F)C(O)=O. The product is [NH2:8][C:9]1[C:14]([C:15]([NH:17][C:18]2[CH:23]=[CH:22][CH:21]=[C:20]([O:24][CH3:25])[CH:19]=2)=[O:16])=[C:13]([NH:26][C@H:27]([C:29]2[N:34]([C:35]3[CH:36]=[CH:37][CH:38]=[CH:39][CH:40]=3)[C:33](=[O:41])[C:32]3=[C:42]([CH3:45])[CH:43]=[CH:44][N:31]3[N:30]=2)[CH3:28])[N:12]=[CH:11][N:10]=1. The yield is 0.280. (3) The reactants are [OH:1][C:2]12[CH2:11][C:6]3([C:12]([OH:17])([CH2:15][CH3:16])[CH2:13][CH3:14])[CH2:7][CH:8]([CH2:10][C:4]([OH:18])([CH2:5]3)[CH2:3]1)[CH2:9]2.[C:19](Cl)(=[O:22])[CH:20]=[CH2:21].C(N(CC)CC)C. The catalyst is O1CCOCC1. The product is [OH:1][C:2]12[CH2:11][C:6]3([C:12]([O:17][C:19](=[O:22])[CH:20]=[CH2:21])([CH2:13][CH3:14])[CH2:15][CH3:16])[CH2:7][CH:8]([CH2:10][C:4]([OH:18])([CH2:5]3)[CH2:3]1)[CH2:9]2. The yield is 0.800. (4) The reactants are C1(P(C2C=CC=CC=2)C2C=CC=CC=2)C=CC=CC=1.BrN1C(=O)CCC1=O.[CH:28]1([CH2:33][CH:34]([C:38]2[CH:43]=[CH:42][C:41]([N:44]3[C:48]([CH3:49])=[N:47][N:46]=[N:45]3)=[C:40]([F:50])[CH:39]=2)[C:35](O)=[O:36])[CH2:32][CH2:31][CH2:30][CH2:29]1.[NH2:51][C:52]1[CH:57]=[CH:56][C:55]([Br:58])=[CH:54][N:53]=1. The catalyst is C(Cl)Cl. The product is [Br:58][C:55]1[CH:56]=[CH:57][C:52]([NH:51][C:35](=[O:36])[CH:34]([C:38]2[CH:43]=[CH:42][C:41]([N:44]3[C:48]([CH3:49])=[N:47][N:46]=[N:45]3)=[C:40]([F:50])[CH:39]=2)[CH2:33][CH:28]2[CH2:29][CH2:30][CH2:31][CH2:32]2)=[N:53][CH:54]=1. The yield is 0.730. (5) The reactants are [C:1]([NH:5][C:6]([C:8]1[C:16]2[C:11](=[N:12][CH:13]=[C:14]([C:17]3[C:25]4[C:20](=[CH:21][CH:22]=[C:23]([O:26][CH:27]([F:29])[F:28])[CH:24]=4)[N:19]([CH2:30][C:31](=[O:43])[N:32]4[CH2:37][CH2:36][N:35]([CH2:38][C:39]([F:42])([F:41])[F:40])[CH2:34][CH2:33]4)[N:18]=3)[N:15]=2)[N:10](COCC[Si](C)(C)C)[CH:9]=1)=[O:7])([CH3:4])([CH3:3])[CH3:2].FC(F)(F)C(O)=O. The catalyst is ClCCl.C(O)C. The product is [C:1]([NH:5][C:6]([C:8]1[C:16]2[C:11](=[N:12][CH:13]=[C:14]([C:17]3[C:25]4[C:20](=[CH:21][CH:22]=[C:23]([O:26][CH:27]([F:28])[F:29])[CH:24]=4)[N:19]([CH2:30][C:31](=[O:43])[N:32]4[CH2:37][CH2:36][N:35]([CH2:38][C:39]([F:40])([F:41])[F:42])[CH2:34][CH2:33]4)[N:18]=3)[N:15]=2)[NH:10][CH:9]=1)=[O:7])([CH3:4])([CH3:2])[CH3:3]. The yield is 0.530.